This data is from Forward reaction prediction with 1.9M reactions from USPTO patents (1976-2016). The task is: Predict the product of the given reaction. (1) The product is: [Cl:51][C:52]1[CH:53]=[C:54]([C:58]2[N:66]3[C:61]([CH:62]=[N:63][C:64]([NH:16][C:19]4[CH:20]=[C:21]([N:25]5[CH2:30][CH2:29][N:28]([CH2:43][C@H:44]([OH:49])[CH3:45])[CH2:27][CH2:26]5)[CH:22]=[CH:23][CH:24]=4)=[N:65]3)=[CH:60][CH:59]=2)[CH:55]=[CH:56][CH:57]=1. Given the reactants [N+](C1C=CC(N2CCNCC2)=CC=1)([O-])=O.[N+:16]([C:19]1[CH:20]=[C:21]([N:25]2[CH2:30][CH2:29][NH:28][CH2:27][CH2:26]2)[CH:22]=[CH:23][CH:24]=1)([O-])=O.CS(C1N=CC2=CC=C([C:43]3C=CC=[CH:45][C:44]=3[O:49]C)N2N=1)=O.[Cl:51][C:52]1[CH:53]=[C:54]([C:58]2[N:66]3[C:61]([CH:62]=[N:63][C:64](S(C)=O)=[N:65]3)=[CH:60][CH:59]=2)[CH:55]=[CH:56][CH:57]=1, predict the reaction product. (2) Given the reactants [CH3:1][N:2]([CH3:28])[C:3]([C:5]1[C:6]([CH2:17][CH2:18][C:19]([C:21]2[CH:26]=[CH:25][CH:24]=[CH:23][C:22]=2[CH3:27])=[O:20])=[C:7]([OH:16])[C:8]2[N:9]([C:11]([CH3:15])=[C:12]([CH3:14])[N:13]=2)[CH:10]=1)=[O:4].[BH4-].[Na+].[Cl-].[NH4+].ClCCl, predict the reaction product. The product is: [CH3:28][N:2]([CH3:1])[C:3]([C:5]1[C:6]([CH2:17][CH2:18][CH:19]([OH:20])[C:21]2[CH:26]=[CH:25][CH:24]=[CH:23][C:22]=2[CH3:27])=[C:7]([OH:16])[C:8]2[N:9]([C:11]([CH3:15])=[C:12]([CH3:14])[N:13]=2)[CH:10]=1)=[O:4]. (3) The product is: [Cl:18][C:14]1[CH:13]=[C:12]([CH:17]=[CH:16][CH:15]=1)[CH2:11][N:10]1[C:6]([C:4]([OH:3])=[O:5])=[CH:7][C:8]2[S:21][C:20]([C:31]3[CH:32]=[CH:33][C:28]([O:27][CH:24]([CH3:26])[CH3:25])=[CH:29][CH:30]=3)=[C:19]([CH3:23])[C:9]1=2. Given the reactants C([O:3][C:4]([C:6]1[N:10]([CH2:11][C:12]2[CH:17]=[CH:16][CH:15]=[C:14]([Cl:18])[CH:13]=2)[C:9]2[C:19]([CH3:23])=[C:20](Br)[S:21][C:8]=2[CH:7]=1)=[O:5])C.[CH:24]([O:27][C:28]1[CH:33]=[CH:32][C:31]([Sn](C)(C)C)=[CH:30][CH:29]=1)([CH3:26])[CH3:25], predict the reaction product. (4) Given the reactants [CH2:1]([O:8][C:9]1[CH:10]=[C:11]([CH2:23][C:24]([O:26][CH3:27])=[O:25])[CH:12]=[C:13](OS(C(F)(F)F)(=O)=O)[CH:14]=1)[C:2]1[CH:7]=[CH:6][CH:5]=[CH:4][CH:3]=1.[F:28][C:29]([F:40])([F:39])[C:30]1[CH:35]=[CH:34][C:33](B(O)O)=[CH:32][CH:31]=1.C(=O)([O-])[O-].[Cs+].[Cs+].O, predict the reaction product. The product is: [CH2:1]([O:8][C:9]1[CH:10]=[C:11]([CH2:23][C:24]([O:26][CH3:27])=[O:25])[CH:12]=[C:13]([C:33]2[CH:34]=[CH:35][C:30]([C:29]([F:40])([F:39])[F:28])=[CH:31][CH:32]=2)[CH:14]=1)[C:2]1[CH:3]=[CH:4][CH:5]=[CH:6][CH:7]=1. (5) The product is: [CH2:12]([NH:1][CH2:2][CH2:3][C:4]1[CH:11]=[CH:10][C:7]([C:8]#[N:9])=[CH:6][CH:5]=1)[CH2:13][CH2:14][CH3:15]. Given the reactants [NH2:1][CH2:2][CH2:3][C:4]1[CH:11]=[CH:10][C:7]([C:8]#[N:9])=[CH:6][CH:5]=1.[CH:12](=O)[CH2:13][CH2:14][CH3:15].[BH4-].[Na+].C(OCC)(=O)C, predict the reaction product. (6) Given the reactants Cl.[C:2]([C:4]1([NH:7][C:8]([C@@H:10]2[CH2:14][C@@H:13]([S:15]([C:18]3[CH:23]=[CH:22][CH:21]=[CH:20][C:19]=3[Cl:24])(=[O:17])=[O:16])[CH2:12][NH:11]2)=[O:9])[CH2:6][CH2:5]1)#[N:3].[N:25]1[CH:30]=[CH:29][C:28]([CH:31]=O)=[CH:27][CH:26]=1, predict the reaction product. The product is: [C:2]([C:4]1([NH:7][C:8]([C@@H:10]2[CH2:14][C@@H:13]([S:15]([C:18]3[CH:23]=[CH:22][CH:21]=[CH:20][C:19]=3[Cl:24])(=[O:17])=[O:16])[CH2:12][N:11]2[CH2:31][C:28]2[CH:29]=[CH:30][N:25]=[CH:26][CH:27]=2)=[O:9])[CH2:6][CH2:5]1)#[N:3].